Dataset: Full USPTO retrosynthesis dataset with 1.9M reactions from patents (1976-2016). Task: Predict the reactants needed to synthesize the given product. (1) Given the product [N+:13]([C:16]1[CH:24]=[CH:23][CH:22]=[C:21]([N+:25]([O-:27])=[O:26])[C:17]=1[C:18]([NH:1][C@@H:2]([CH3:3])[C:4]([OH:6])=[O:5])=[O:19])([O-:15])=[O:14], predict the reactants needed to synthesize it. The reactants are: [NH2:1][C@H:2]([C:4]([OH:6])=[O:5])[CH3:3].C([O-])([O-])=O.[Na+].[Na+].[N+:13]([C:16]1[CH:24]=[CH:23][CH:22]=[C:21]([N+:25]([O-:27])=[O:26])[C:17]=1[C:18](O)=[O:19])([O-:15])=[O:14]. (2) Given the product [Cl:23][C:20]1[CH:21]=[CH:22][C:17]([C:16]2[C:10]3[CH2:9][NH:8][CH2:13][CH2:12][C:11]=3[N:14]([CH2:25][CH:26]([OH:42])[CH2:27][N:28]3[CH2:33][CH2:32][N:31]([C:34]4[CH:39]=[CH:38][CH:37]=[CH:36][C:35]=4[C:40]#[N:41])[CH2:30][CH2:29]3)[N:15]=2)=[CH:18][C:19]=1[CH3:24], predict the reactants needed to synthesize it. The reactants are: C(OC([N:8]1[CH2:13][CH2:12][C:11]2[N:14]([CH2:25][CH:26]([OH:42])[CH2:27][N:28]3[CH2:33][CH2:32][N:31]([C:34]4[CH:39]=[CH:38][CH:37]=[CH:36][C:35]=4[C:40]#[N:41])[CH2:30][CH2:29]3)[N:15]=[C:16]([C:17]3[CH:22]=[CH:21][C:20]([Cl:23])=[C:19]([CH3:24])[CH:18]=3)[C:10]=2[CH2:9]1)=O)(C)(C)C.C(Cl)Cl. (3) Given the product [Cl:1][C:2]1[N:3]=[C:4]([Cl:9])[CH:5]=[C:6]([C:14]2[CH:13]=[N:12][N:11]([CH3:10])[CH:15]=2)[N:7]=1, predict the reactants needed to synthesize it. The reactants are: [Cl:1][C:2]1[N:7]=[C:6](Cl)[CH:5]=[C:4]([Cl:9])[N:3]=1.[CH3:10][N:11]1[CH:15]=[C:14](B2OC(C)(C)C(C)(C)O2)[CH:13]=[N:12]1.C(=O)([O-])[O-].[Na+].[Na+]. (4) Given the product [CH2:19]([O:18][C:5]1[C:4]([CH:1]=[CH:2][CH3:3])=[CH:9][CH:8]=[CH:7][C:6]=1[C:10]1[C:11]([Cl:17])=[CH:12][CH:13]=[CH:14][C:15]=1[Cl:16])[C:20]1[CH:21]=[CH:22][CH:23]=[CH:24][CH:25]=1, predict the reactants needed to synthesize it. The reactants are: [CH2:1]([C:4]1[C:5]([O:18][CH2:19][C:20]2[CH:25]=[CH:24][CH:23]=[CH:22][CH:21]=2)=[C:6]([C:10]2[C:15]([Cl:16])=[CH:14][CH:13]=[CH:12][C:11]=2[Cl:17])[CH:7]=[CH:8][CH:9]=1)[CH:2]=[CH2:3]. (5) Given the product [C:26]([O:30][C:31]([NH:33][CH2:34][CH2:35][N:15]1[CH2:16][CH:11]([O:10][C:5]2[CH:6]=[CH:7][C:8]([Cl:9])=[C:3]([Cl:2])[CH:4]=2)[C:12]2[CH:19]=[CH:18][O:17][C:13]=2[CH2:14]1)=[O:32])([CH3:29])([CH3:28])[CH3:27], predict the reactants needed to synthesize it. The reactants are: Cl.[Cl:2][C:3]1[CH:4]=[C:5]([O:10][CH:11]2[CH2:16][NH:15][CH2:14][C:13]3[O:17][CH:18]=[CH:19][C:12]2=3)[CH:6]=[CH:7][C:8]=1[Cl:9].C(=O)([O-])[O-].[Cs+].[Cs+].[C:26]([O:30][C:31]([NH:33][CH2:34][CH2:35]Br)=[O:32])([CH3:29])([CH3:28])[CH3:27]. (6) The reactants are: [CH2:1]([O:3][C:4](=[O:18])[NH:5][C:6]1[S:7][C:8]2[C:14](I)=[CH:13][CH:12]=[C:11]([O:16][CH3:17])[C:9]=2[N:10]=1)[CH3:2].C([Sn](CCCC)(CCCC)[C:24]1[O:25][CH2:26][CH2:27][O:28][CH:29]=1)CCC.O1C=CC=C1P(C1OC=CC=1)C1OC=CC=1. Given the product [CH2:1]([O:3][C:4](=[O:18])[NH:5][C:6]1[S:7][C:8]2[C:14]([C:24]3[O:25][CH2:26][CH2:27][O:28][CH:29]=3)=[CH:13][CH:12]=[C:11]([O:16][CH3:17])[C:9]=2[N:10]=1)[CH3:2], predict the reactants needed to synthesize it. (7) Given the product [CH:8]1([CH2:14][O:15][C:16]2[C:24]3[N:23]=[C:22]([CH2:25][O:26][C:27]4[CH:28]=[CH:29][C:30]([Cl:33])=[CH:31][CH:32]=4)[N:21]([CH2:34][CH2:35][CH2:36][CH:37]4[CH2:38][CH2:39][N:40]([CH2:57][CH2:56][CH2:55][C:49]5[CH:54]=[CH:53][CH:52]=[CH:51][CH:50]=5)[CH2:41][CH2:42]4)[C:20]=3[CH:19]=[CH:18][CH:17]=2)[CH2:9][CH2:10][CH2:11][CH2:12][CH2:13]1, predict the reactants needed to synthesize it. The reactants are: FC(F)(F)C(O)=O.[CH:8]1([CH2:14][O:15][C:16]2[C:24]3[N:23]=[C:22]([CH2:25][O:26][C:27]4[CH:32]=[CH:31][C:30]([Cl:33])=[CH:29][CH:28]=4)[N:21]([CH2:34][CH2:35][CH2:36][CH:37]4[CH2:42][CH2:41][NH:40][CH2:39][CH2:38]4)[C:20]=3[CH:19]=[CH:18][CH:17]=2)[CH2:13][CH2:12][CH2:11][CH2:10][CH2:9]1.C(=O)([O-])[O-].[K+].[K+].[C:49]1([CH2:55][CH2:56][CH2:57]Br)[CH:54]=[CH:53][CH:52]=[CH:51][CH:50]=1. (8) Given the product [Cl:34][C:35]1[CH:40]=[CH:39][CH:38]=[CH:37][C:36]=1[CH:41]([O:43][C:16](=[O:18])[NH:14][C:9]1[N:10]([CH3:13])[N:11]=[CH:12][C:8]=1[C:3]1[CH:4]=[CH:5][CH:6]=[CH:7][C:2]=1[F:1])[CH3:42], predict the reactants needed to synthesize it. The reactants are: [F:1][C:2]1[CH:7]=[CH:6][CH:5]=[CH:4][C:3]=1[C:8]1[CH:12]=[N:11][N:10]([CH3:13])[C:9]=1[NH2:14].Cl[C:16](Cl)([O:18]C(=O)OC(Cl)(Cl)Cl)Cl.C(N(CC)CC)C.[Cl:34][C:35]1[CH:40]=[CH:39][CH:38]=[CH:37][C:36]=1[CH:41]([OH:43])[CH3:42].